Dataset: Forward reaction prediction with 1.9M reactions from USPTO patents (1976-2016). Task: Predict the product of the given reaction. (1) Given the reactants [Cl-].O[NH3+:3].[C:4](=[O:7])([O-])[OH:5].[Na+].CS(C)=O.[CH2:13]([C:15]1[N:16]([C:40]2[CH:41]=[N:42][C:43]([O:46][CH:47]3[CH2:52][CH2:51][O:50][CH2:49][CH2:48]3)=[CH:44][CH:45]=2)[C:17](=[O:39])[C:18]([CH2:24][C:25]2[CH:30]=[CH:29][C:28]([C:31]3[C:32]([C:37]#[N:38])=[CH:33][CH:34]=[CH:35][CH:36]=3)=[CH:27][CH:26]=2)=[C:19]([CH2:21][CH2:22][CH3:23])[N:20]=1)[CH3:14], predict the reaction product. The product is: [CH2:13]([C:15]1[N:16]([C:40]2[CH:41]=[N:42][C:43]([O:46][CH:47]3[CH2:52][CH2:51][O:50][CH2:49][CH2:48]3)=[CH:44][CH:45]=2)[C:17](=[O:39])[C:18]([CH2:24][C:25]2[CH:30]=[CH:29][C:28]([C:31]3[CH:36]=[CH:35][CH:34]=[CH:33][C:32]=3[C:37]3[NH:3][C:4](=[O:7])[O:5][N:38]=3)=[CH:27][CH:26]=2)=[C:19]([CH2:21][CH2:22][CH3:23])[N:20]=1)[CH3:14]. (2) Given the reactants Br[C:2]1[CH:7]=[CH:6][C:5]([C:8]2[O:9][CH:10]=[C:11]([C:13]3[CH:18]=[CH:17][C:16]([CH3:19])=[CH:15][CH:14]=3)[N:12]=2)=[CH:4][CH:3]=1.[CH2:20]([O:22][C:23]([C:25]1[CH:30]=[CH:29][C:28](B(O)O)=[CH:27][CH:26]=1)=[O:24])[CH3:21].C(=O)([O-])[O-].[Na+].[Na+], predict the reaction product. The product is: [CH3:19][C:16]1[CH:17]=[CH:18][C:13]([C:11]2[N:12]=[C:8]([C:5]3[CH:6]=[CH:7][C:2]([C:28]4[CH:29]=[CH:30][C:25]([C:23]([O:22][CH2:20][CH3:21])=[O:24])=[CH:26][CH:27]=4)=[CH:3][CH:4]=3)[O:9][CH:10]=2)=[CH:14][CH:15]=1. (3) Given the reactants [F:1][C:2]([F:52])([F:51])[C:3]1[CH:4]=[C:5]([CH:13]2[C:17]3([CH2:19][CH2:18]3)[N:16]([CH2:20][C:21]3[C:26]([C:27]4[CH:28]=[C:29]([C:35]5[CH:40]=[CH:39][C:38]([C:41]([O:43][CH3:44])=[O:42])=[CH:37][C:36]=5[CH3:45])[CH:30]=[CH:31][C:32]=4[O:33][CH3:34])=[CH:25][N:24]=[C:23](S(C)(=O)=O)[N:22]=3)[C:15](=[O:50])[O:14]2)[CH:6]=[C:7]([C:9]([F:12])([F:11])[F:10])[CH:8]=1.[CH3:53][NH:54][CH3:55], predict the reaction product. The product is: [F:1][C:2]([F:52])([F:51])[C:3]1[CH:4]=[C:5]([CH:13]2[C:17]3([CH2:19][CH2:18]3)[N:16]([CH2:20][C:21]3[C:26]([C:27]4[CH:28]=[C:29]([C:35]5[CH:40]=[CH:39][C:38]([C:41]([O:43][CH3:44])=[O:42])=[CH:37][C:36]=5[CH3:45])[CH:30]=[CH:31][C:32]=4[O:33][CH3:34])=[CH:25][N:24]=[C:23]([N:54]([CH3:55])[CH3:53])[N:22]=3)[C:15](=[O:50])[O:14]2)[CH:6]=[C:7]([C:9]([F:12])([F:11])[F:10])[CH:8]=1. (4) Given the reactants [CH3:1][O:2][C:3]1[CH:4]=[C:5]2[C:10](=[CH:11][C:12]=1[O:13][CH2:14][CH2:15][O:16][CH3:17])[N:9]=[CH:8][N:7]=[C:6]2[NH:18][C:19]1[CH:20]=[CH:21][C:22]([CH3:26])=[C:23]([OH:25])[CH:24]=1.C(=O)([O-])[O-:28].[Na+].[Na+].[OH-].[Na+].[O]N(S(=O)([O-])=O)S(=O)([O-])=O.[K+].[K+], predict the reaction product. The product is: [CH3:1][O:2][C:3]1[CH:4]=[C:5]2[C:10](=[CH:11][C:12]=1[O:13][CH2:14][CH2:15][O:16][CH3:17])[N:9]=[CH:8][N:7]=[C:6]2[NH:18][C:19]1[C:20]([CH:21]=[C:22]([CH3:26])[C:23](=[O:25])[CH:24]=1)=[O:28]. (5) Given the reactants [CH3:1][O:2][C:3]1[CH:4]=[CH:5][C:6]2[O:10][C:9](S)=[N:8][C:7]=2[CH:12]=1.S(Cl)([Cl:15])=O, predict the reaction product. The product is: [Cl:15][C:9]1[O:10][C:6]2[CH:5]=[CH:4][C:3]([O:2][CH3:1])=[CH:12][C:7]=2[N:8]=1.